This data is from Forward reaction prediction with 1.9M reactions from USPTO patents (1976-2016). The task is: Predict the product of the given reaction. (1) Given the reactants Cl.Cl[CH2:3][CH2:4][N:5]1[CH2:10][CH2:9][O:8][CH2:7][CH2:6]1.[I-:11].[Na+], predict the reaction product. The product is: [I:11][CH2:3][CH2:4][N:5]1[CH2:10][CH2:9][O:8][CH2:7][CH2:6]1. (2) Given the reactants [CH3:1][O:2][C:3]([C:5]1[C:13]([NH:14][C:15]2[CH:20]=[CH:19][CH:18]=[CH:17][CH:16]=2)=[C:12]([Cl:21])[C:8]2[N:9]=[CH:10][NH:11][C:7]=2[CH:6]=1)=[O:4].C1C(=O)N([Br:29])C(=O)C1, predict the reaction product. The product is: [CH3:1][O:2][C:3]([C:5]1[C:13]([NH:14][C:15]2[CH:16]=[CH:17][C:18]([Br:29])=[CH:19][CH:20]=2)=[C:12]([Cl:21])[C:8]2[N:9]=[CH:10][NH:11][C:7]=2[CH:6]=1)=[O:4]. (3) Given the reactants [CH:1]1([C:5]2([OH:17])[CH:11]([OH:12])[CH2:10][NH:9][CH2:8][C:7]3[CH:13]=[CH:14][CH:15]=[CH:16][C:6]2=3)[CH2:4][CH2:3][CH2:2]1.[CH2:18]([N:25]([CH2:38][CH:39]=O)[S:26]([C:29]1[CH:34]=[CH:33][CH:32]=[CH:31][C:30]=1[N+:35]([O-:37])=[O:36])(=[O:28])=[O:27])[C:19]1[CH:24]=[CH:23][CH:22]=[CH:21][CH:20]=1.[BH3-]C#N.[Na+].[OH-].[Na+], predict the reaction product. The product is: [CH2:18]([N:25]([CH2:38][CH2:39][N:9]1[CH2:10][CH:11]([OH:12])[C:5]([CH:1]2[CH2:2][CH2:3][CH2:4]2)([OH:17])[C:6]2[CH:16]=[CH:15][CH:14]=[CH:13][C:7]=2[CH2:8]1)[S:26]([C:29]1[CH:34]=[CH:33][CH:32]=[CH:31][C:30]=1[N+:35]([O-:37])=[O:36])(=[O:28])=[O:27])[C:19]1[CH:24]=[CH:23][CH:22]=[CH:21][CH:20]=1. (4) The product is: [O:32]=[C:14]([N:11]1[CH2:10][CH2:9][NH:8][CH2:13][CH2:12]1)[CH2:15][NH:16][C:17](=[O:31])[C:18]1[CH:19]=[CH:20][C:21]([O:24][C:25]2[CH:30]=[CH:29][CH:28]=[CH:27][CH:26]=2)=[CH:22][CH:23]=1. Given the reactants C([N:8]1[CH2:13][CH2:12][N:11]([C:14](=[O:32])[CH2:15][NH:16][C:17](=[O:31])[C:18]2[CH:23]=[CH:22][C:21]([O:24][C:25]3[CH:30]=[CH:29][CH:28]=[CH:27][CH:26]=3)=[CH:20][CH:19]=2)[CH2:10][CH2:9]1)C1C=CC=CC=1.[H][H], predict the reaction product. (5) Given the reactants [C:1]1(=[O:7])[CH2:6][CH2:5][CH2:4][CH2:3][CH2:2]1.Cl.[OH-].[NH4+:10], predict the reaction product. The product is: [CH:5]1[C:6]2[C:2]3[CH2:3][CH2:4][CH2:5][CH2:6][C:1]=3[O:7][C:1]=2[CH:2]=[CH:3][C:4]=1[NH2:10]. (6) Given the reactants [Li].[CH2:2](Cl)[C:3]([CH3:6])([CH3:5])[CH3:4].[F:8][C:9]1[CH:14]=[CH:13][CH:12]=[C:11](F)[C:10]=1[C:16]1[O:17][CH2:18][C:19](C)(C)[N:20]=1.C([O-])(O)=O.[Na+], predict the reaction product. The product is: [CH3:4][C:3]([CH3:6])([CH3:5])[CH2:2][C:11]1[CH:12]=[CH:13][CH:14]=[C:9]([F:8])[C:10]=1[C:16]([NH:20][CH2:19][CH3:18])=[O:17]. (7) Given the reactants [Br:1][C:2]1[CH:3]=[C:4]2[C:9](=[CH:10][C:11]=1[O:12][CH3:13])[N:8]=[C:7](Cl)[N:6]=[CH:5]2.[N:15]1([CH2:21][C:22]2[CH:23]=[C:24]([CH:26]=[CH:27][CH:28]=2)[NH2:25])[CH2:20][CH2:19][O:18][CH2:17][CH2:16]1.Cl.O1CCOCC1, predict the reaction product. The product is: [Br:1][C:2]1[CH:3]=[C:4]2[C:9](=[CH:10][C:11]=1[O:12][CH3:13])[N:8]=[C:7]([NH:25][C:24]1[CH:26]=[CH:27][CH:28]=[C:22]([CH2:21][N:15]3[CH2:16][CH2:17][O:18][CH2:19][CH2:20]3)[CH:23]=1)[N:6]=[CH:5]2. (8) Given the reactants [CH3:1][O:2][C:3]1[C:4]([CH2:12][N:13]([CH3:15])[CH3:14])=[C:5]2[C:9](=[CH:10][CH:11]=1)[NH:8][CH:7]=[CH:6]2.CN(C=O)C.[Cl:21][C:22]1[CH:23]=[C:24]([S:29](Cl)(=[O:31])=[O:30])[CH:25]=[CH:26][C:27]=1[F:28], predict the reaction product. The product is: [Cl:21][C:22]1[CH:23]=[C:24]([S:29]([N:8]2[C:9]3[C:5](=[C:4]([CH2:12][N:13]([CH3:14])[CH3:15])[C:3]([O:2][CH3:1])=[CH:11][CH:10]=3)[CH:6]=[CH:7]2)(=[O:30])=[O:31])[CH:25]=[CH:26][C:27]=1[F:28].